This data is from Reaction yield outcomes from USPTO patents with 853,638 reactions. The task is: Predict the reaction yield, written as a fraction of the theoretical maximum amount of product (1.0 means a 100% yield; for example, 0.34 means a 34% yield). (1) The reactants are [CH3:1][C:2]1[CH:7]=[CH:6][C:5]([C:8]([CH3:10])=[O:9])=[CH:4][CH:3]=1.[CH2:11](O)[CH2:12][CH2:13][OH:14].CO.C1C(=O)N(Br)C(=O)C1. The catalyst is ClCCl. The product is [CH3:10][C:8]1([C:5]2[CH:6]=[CH:7][C:2]([CH3:1])=[CH:3][CH:4]=2)[O:14][CH2:13][CH2:12][CH2:11][O:9]1. The yield is 0.240. (2) The reactants are ClC1C=CC([O:6][C:7]2[C:16]3[C:11](=[CH:12][C:13]([O:19][CH2:20][CH2:21][CH2:22][N:23]4[CH2:28][CH2:27][S:26](=[O:30])(=[O:29])[CH2:25][CH2:24]4)=[C:14]([O:17][CH3:18])[CH:15]=3)[N:10]=[CH:9][N:8]=2)=C(F)C=1.C(=O)([O-])O.[Na+]. The catalyst is Cl.O. The product is [O:30]=[S:26]1(=[O:29])[CH2:25][CH2:24][N:23]([CH2:22][CH2:21][CH2:20][O:19][C:13]2[CH:12]=[C:11]3[C:16]([C:7](=[O:6])[NH:8][CH:9]=[N:10]3)=[CH:15][C:14]=2[O:17][CH3:18])[CH2:28][CH2:27]1. The yield is 0.870. (3) The reactants are Cl[C:2]1[N:7]=[C:6]([NH:8][C:9]2[CH:14]=[CH:13][C:12]([O:15][C:16]([F:19])([F:18])[F:17])=[CH:11][CH:10]=2)[CH:5]=[C:4]([N:20]2[CH2:25][CH2:24][O:23][CH2:22][CH2:21]2)[CH:3]=1.C(=O)([O-])[O-].[Na+].[Na+].[CH3:32][S:33]([C:36]1[CH:37]=[C:38](B(O)O)[CH:39]=[CH:40][CH:41]=1)(=[O:35])=[O:34].O. The catalyst is O1CCOCC1.C1C=CC([P]([Pd]([P](C2C=CC=CC=2)(C2C=CC=CC=2)C2C=CC=CC=2)([P](C2C=CC=CC=2)(C2C=CC=CC=2)C2C=CC=CC=2)[P](C2C=CC=CC=2)(C2C=CC=CC=2)C2C=CC=CC=2)(C2C=CC=CC=2)C2C=CC=CC=2)=CC=1. The product is [CH3:32][S:33]([C:36]1[CH:41]=[C:40]([C:2]2[N:7]=[C:6]([NH:8][C:9]3[CH:14]=[CH:13][C:12]([O:15][C:16]([F:19])([F:18])[F:17])=[CH:11][CH:10]=3)[CH:5]=[C:4]([N:20]3[CH2:25][CH2:24][O:23][CH2:22][CH2:21]3)[CH:3]=2)[CH:39]=[CH:38][CH:37]=1)(=[O:35])=[O:34]. The yield is 0.300. (4) The reactants are [N:1]1[CH:6]=[CH:5][CH:4]=[C:3](B(O)O)[CH:2]=1.FC(F)(F)S(O[C:16]1[C@@:20]2([CH3:38])[CH2:21][CH2:22][C@H:23]3[C@H:32]([C@@H:19]2[CH2:18][CH:17]=1)[CH2:31][CH:30]=[C:29]1[C@:24]3([CH3:37])[CH2:25][CH2:26][C:27](=[O:36])[N:28]1[CH:33]1[CH2:35][CH2:34]1)(=O)=O. The catalyst is O1CCOCC1.Cl[Pd](Cl)([P](C1C=CC=CC=1)(C1C=CC=CC=1)C1C=CC=CC=1)[P](C1C=CC=CC=1)(C1C=CC=CC=1)C1C=CC=CC=1. The product is [CH:33]1([N:28]2[C:29]3[C@@:24]([CH3:37])([C@H:23]4[CH2:22][CH2:21][C@@:20]5([CH3:38])[C@@H:19]([CH2:18][CH:17]=[C:16]5[C:3]5[CH:2]=[N:1][CH:6]=[CH:5][CH:4]=5)[C@@H:32]4[CH2:31][CH:30]=3)[CH2:25][CH2:26][C:27]2=[O:36])[CH2:35][CH2:34]1. The yield is 0.470. (5) The reactants are [CH2:1]([NH2:3])[CH3:2].Cl[C:5]1[C:10]([N+:11]([O-:13])=[O:12])=[CH:9][CH:8]=[C:7]([Cl:14])[N:6]=1.O.CCOC(C)=O. The catalyst is C1(C)C=CC=CC=1. The product is [Cl:14][C:7]1[N:6]=[C:5]([NH:3][CH2:1][CH3:2])[C:10]([N+:11]([O-:13])=[O:12])=[CH:9][CH:8]=1. The yield is 0.800. (6) The yield is 0.681. The product is [Br:1][C:2]1[CH:7]=[CH:6][C:5]2[C:8]3[C:13]([C:14]4([CH2:15][CH2:16][N:17]([C:47](=[O:48])[C:46]([OH:45])([CH3:51])[CH3:50])[CH2:18][CH2:19]4)[C:4]=2[CH:3]=1)=[CH:12][C:11]([Br:20])=[CH:10][CH:9]=3. The reactants are [Br:1][C:2]1[CH:7]=[CH:6][C:5]2[C:8]3[C:13]([C:14]4([CH2:19][CH2:18][NH:17][CH2:16][CH2:15]4)[C:4]=2[CH:3]=1)=[CH:12][C:11]([Br:20])=[CH:10][CH:9]=3.CN(C(ON1N=NC2C=CC=NC1=2)=[N+](C)C)C.F[P-](F)(F)(F)(F)F.[OH:45][C:46]([CH3:51])([CH3:50])[C:47](O)=[O:48].CCN(CC)CC. The catalyst is CN(C=O)C.O. (7) The reactants are Cl[S:2]([N:5]=[C:6]=[O:7])(=[O:4])=[O:3].C[C:9]([OH:12])([CH3:11])C.[CH2:13]([O:15][C:16](=[O:19])[CH2:17][NH2:18])[CH3:14].[CH3:20][CH2:21]N(CC)CC.Cl. The catalyst is C(Cl)Cl. The product is [CH2:9]([O:12][C:6]([NH:5][S:2]([NH:18][CH2:17][C:16]([O:15][CH2:13][CH3:14])=[O:19])(=[O:4])=[O:3])=[O:7])[CH2:11][CH2:20][CH3:21]. The yield is 0.850.